From a dataset of Peptide-MHC class I binding affinity with 185,985 pairs from IEDB/IMGT. Regression. Given a peptide amino acid sequence and an MHC pseudo amino acid sequence, predict their binding affinity value. This is MHC class I binding data. The MHC is HLA-B18:01 with pseudo-sequence HLA-B18:01. The peptide sequence is MHYKLDEVL. The binding affinity (normalized) is 0.0847.